Dataset: Forward reaction prediction with 1.9M reactions from USPTO patents (1976-2016). Task: Predict the product of the given reaction. (1) Given the reactants [CH3:1][O:2][CH:3]([O:6][CH3:7])[CH2:4][NH2:5].[O-]S([O-])(=O)=O.[Mg+2].[CH3:14][O:15][C:16]1[CH:23]=[CH:22][C:21]([O:24][CH3:25])=[CH:20][C:17]=1[CH:18]=O, predict the reaction product. The product is: [CH3:14][O:15][C:16]1[CH:23]=[CH:22][C:21]([O:24][CH3:25])=[CH:20][C:17]=1[CH:18]=[N:5][CH2:4][CH:3]([O:6][CH3:7])[O:2][CH3:1]. (2) Given the reactants C(OC(N1CCCCC1)=O)(C)C.C(OC(N1CCC(S[C:27]2[N:32]=[CH:31][N:30]=[C:29]3[N:33]([C:36]4[CH:41]=[CH:40][C:39]([S:42]([CH3:45])(=[O:44])=[O:43])=[CH:38][C:37]=4[F:46])[N:34]=[CH:35][C:28]=23)CC1)=O)(C)(C)C.Cl.Cl.FC1C=C(S(C)(=O)=O)C=CC=1N1C2=NC=NC(SC3CCNCC3)=C2C=N1.C(N(CC)CC)C.ClC(OC(C)C)=O, predict the reaction product. The product is: [F:46][C:37]1[CH:38]=[C:39]([S:42]([CH3:45])(=[O:43])=[O:44])[CH:40]=[CH:41][C:36]=1[N:33]1[C:29]2=[N:30][CH:31]=[N:32][CH:27]=[C:28]2[CH:35]=[N:34]1. (3) Given the reactants [C:1](Cl)(=[O:6])[CH2:2][CH2:3][CH2:4][CH3:5].[NH2:8][C:9]1[CH:14]=[CH:13][C:12]([C:15](=[O:22])[CH2:16][CH2:17][C:18]([O:20]C)=[O:19])=[CH:11][CH:10]=1.[OH-].[Na+].Cl, predict the reaction product. The product is: [O:22]=[C:15]([C:12]1[CH:13]=[CH:14][C:9]([NH:8][C:1](=[O:6])[CH2:2][CH2:3][CH2:4][CH3:5])=[CH:10][CH:11]=1)[CH2:16][CH2:17][C:18]([OH:20])=[O:19]. (4) Given the reactants [N:1]([CH2:4][C:5]1[N:10]=[C:9]([N:11]2[CH2:15][CH2:14][CH2:13][C:12]2=[O:16])[CH:8]=[CH:7][CH:6]=1)=[N+]=[N-], predict the reaction product. The product is: [NH2:1][CH2:4][C:5]1[N:10]=[C:9]([N:11]2[CH2:15][CH2:14][CH2:13][C:12]2=[O:16])[CH:8]=[CH:7][CH:6]=1. (5) Given the reactants [CH:1]1([C:4]2[CH:5]=[N:6][C:7]([NH:17][C:18]3[CH:19]=[C:20]4[C:24](=[CH:25][CH:26]=3)[N:23]([CH2:27][CH:28]3[CH2:30][CH2:29]3)[CH:22]=[CH:21]4)=[C:8]([CH:16]=2)[C:9]([O:11]CCCC)=[O:10])[CH2:3][CH2:2]1.[OH-].[Na+].O1CCCC1, predict the reaction product. The product is: [CH:1]1([C:4]2[CH:5]=[N:6][C:7]([NH:17][C:18]3[CH:19]=[C:20]4[C:24](=[CH:25][CH:26]=3)[N:23]([CH2:27][CH:28]3[CH2:30][CH2:29]3)[CH:22]=[CH:21]4)=[C:8]([CH:16]=2)[C:9]([OH:11])=[O:10])[CH2:3][CH2:2]1. (6) Given the reactants O.NN.[Cl:4][C:5]1[C:10]([C:11]2[CH:16]=[CH:15][CH:14]=[CH:13][CH:12]=2)=[CH:9][C:8]([CH2:17][N:18]2C(=O)C3C(=CC=CC=3)C2=O)=[CH:7][CH:6]=1, predict the reaction product. The product is: [Cl:4][C:5]1[C:10]([C:11]2[CH:16]=[CH:15][CH:14]=[CH:13][CH:12]=2)=[CH:9][C:8]([CH2:17][NH2:18])=[CH:7][CH:6]=1. (7) The product is: [C:19]1([C:4]2([C:19]3[CH:24]=[CH:23][CH:22]=[CH:21][CH:20]=3)[CH2:5][CH2:6][NH:1][CH2:2][CH2:3]2)[CH:24]=[CH:23][CH:22]=[CH:21][CH:20]=1. Given the reactants [NH:1]1[CH2:6][CH2:5][C:4](O)(O)[CH2:3][CH2:2]1.S(O)(C(F)(F)F)(=O)=O.[OH-].[Na+].[CH:19]1[CH:24]=[CH:23][CH:22]=[CH:21][CH:20]=1, predict the reaction product. (8) Given the reactants [C:1]([O:5][C:6](=[O:16])[C:7]1[CH:12]=[C:11](Cl)[C:10]([CH:14]=[CH2:15])=[N:9][CH:8]=1)([CH3:4])([CH3:3])[CH3:2].C([O-])([O-])=O.[Cs+].[Cs+].[C:23](P(C(C)(C)C)C(C)(C)C)(C)(C)[CH3:24].B1(C=C)OB(C=C)OB(C=C)O1.C1C=CN=CC=1, predict the reaction product. The product is: [C:1]([O:5][C:6](=[O:16])[C:7]1[CH:12]=[C:11]([CH:23]=[CH2:24])[C:10]([CH:14]=[CH2:15])=[N:9][CH:8]=1)([CH3:4])([CH3:3])[CH3:2].